This data is from Reaction yield outcomes from USPTO patents with 853,638 reactions. The task is: Predict the reaction yield, written as a fraction of the theoretical maximum amount of product (1.0 means a 100% yield; for example, 0.34 means a 34% yield). (1) The reactants are Cl[C:2]1[CH:7]=[CH:6][N:5]=[C:4]2[CH:8]=[C:9]([C:11]([N:13]3[CH2:17][CH2:16][CH2:15][C@H:14]3[CH2:18][O:19][CH3:20])=[O:12])[S:10][C:3]=12.[CH:21]1([CH2:24][NH:25][C:26]([C:28]2[C:29]3[CH:37]=[CH:36][C:35](O)=[CH:34][C:30]=3[S:31][C:32]=2[CH3:33])=[O:27])[CH2:23][CH2:22]1.C([O-])([O-])=[O:40].[Cs+].[Cs+]. No catalyst specified. The product is [CH:21]1([CH2:24][NH:25][C:26]([C:28]2[C:29]3[C:37]([O:40][C:2]4[CH:7]=[CH:6][N:5]=[C:4]5[CH:8]=[C:9]([C:11]([N:13]6[CH2:17][CH2:16][CH2:15][C@H:14]6[CH2:18][O:19][CH3:20])=[O:12])[S:10][C:3]=45)=[CH:36][CH:35]=[CH:34][C:30]=3[S:31][C:32]=2[CH3:33])=[O:27])[CH2:23][CH2:22]1. The yield is 0.180. (2) The reactants are [H-].[Na+].[CH3:3][C:4]1([CH3:24])[NH:8][C:7](=[O:9])[N:6]([C:10]2[CH:15]=[CH:14][C:13]([N+:16]([O-:18])=[O:17])=[C:12]([C:19]([F:22])([F:21])[F:20])[CH:11]=2)[C:5]1=[O:23].CS(O[CH2:30][CH2:31][CH2:32][CH2:33][CH2:34][CH2:35][CH2:36][CH2:37][CH2:38][S:39][CH2:40][CH2:41][CH2:42][C:43]([F:49])([F:48])[C:44]([F:47])([F:46])[F:45])(=O)=O.O. The catalyst is CN(C=O)C. The product is [CH3:3][C:4]1([CH3:24])[N:8]([CH2:30][CH2:31][CH2:32][CH2:33][CH2:34][CH2:35][CH2:36][CH2:37][CH2:38][S:39][CH2:40][CH2:41][CH2:42][C:43]([F:49])([F:48])[C:44]([F:45])([F:46])[F:47])[C:7](=[O:9])[N:6]([C:10]2[CH:15]=[CH:14][C:13]([N+:16]([O-:18])=[O:17])=[C:12]([C:19]([F:22])([F:21])[F:20])[CH:11]=2)[C:5]1=[O:23]. The yield is 0.720. (3) The reactants are [CH2:1]([NH:5][C:6]([C:8]1[CH:24]=[CH:23][C:11]2[S:12][C:13]3[CH:21]=[C:20]([Cl:22])[CH:19]=[CH:18][C:14]=3[C:15](Cl)=[N:16][C:10]=2[CH:9]=1)=[O:7])[CH2:2][CH2:3][CH3:4].[I-].[Cl:26][C:27]1[CH:32]=[CH:31][C:30]([Zn+])=[CH:29][CH:28]=1. The catalyst is [Pd](Cl)Cl.C1(P(C2C=CC=CC=2)C2C=CC=CC=2)C=CC=CC=1.C1(P(C2C=CC=CC=2)C2C=CC=CC=2)C=CC=CC=1.O1CCCC1. The product is [CH2:1]([NH:5][C:6]([C:8]1[CH:24]=[CH:23][C:11]2[S:12][C:13]3[CH:21]=[C:20]([Cl:22])[CH:19]=[CH:18][C:14]=3[C:15]([C:30]3[CH:31]=[CH:32][C:27]([Cl:26])=[CH:28][CH:29]=3)=[N:16][C:10]=2[CH:9]=1)=[O:7])[CH2:2][CH2:3][CH3:4]. The yield is 0.780. (4) The reactants are [CH3:1][C:2]1([CH3:25])[O:6][C:5](=[CH:7][C:8]([N:10]([CH2:16][C:17]2[CH:22]=[CH:21][C:20]([F:23])=[CH:19][CH:18]=2)[O:11][CH2:12][C:13](O)=[O:14])=[O:9])[C:4](=[O:24])[O:3]1.C(Cl)(=O)C(Cl)=O.[CH3:32][NH:33][CH3:34].N1C=CC=CC=1. The catalyst is ClCCl.C(OCC)(=O)C.CN(C)C=O. The product is [CH3:32][N:33]([CH3:34])[C:13]([CH2:12][O:11][N:10]([CH2:16][C:17]1[CH:22]=[CH:21][C:20]([F:23])=[CH:19][CH:18]=1)[C:8](=[O:9])[CH:7]=[C:5]1[C:4](=[O:24])[O:3][C:2]([CH3:25])([CH3:1])[O:6]1)=[O:14]. The yield is 0.500. (5) The reactants are Br[CH2:2][CH2:3][OH:4].[O:5]1[C:10]2[CH:11]=[CH:12][C:13]([CH2:15][N:16]([CH3:23])[CH:17]3[CH2:22][CH2:21][NH:20][CH2:19][CH2:18]3)=[CH:14][C:9]=2[O:8][CH2:7][CH2:6]1.C(=O)([O-])[O-].[K+].[K+]. The catalyst is CN(C)C=O. The product is [O:5]1[C:10]2[CH:11]=[CH:12][C:13]([CH2:15][N:16]([CH3:23])[C:17]3([CH2:2][CH2:3][OH:4])[CH2:18][CH2:19][NH:20][CH2:21][CH2:22]3)=[CH:14][C:9]=2[O:8][CH2:7][CH2:6]1. The yield is 0.930. (6) The reactants are [CH3:1][O:2][C:3]1[CH:10]=[CH:9][CH:8]=[C:7]([O:11][CH3:12])[C:4]=1[CH:5]=[O:6].[C-:13]#[N:14].[K+].[CH3:16][C:17]([Si:20](Cl)([CH3:22])[CH3:21])([CH3:19])[CH3:18]. The catalyst is [Zn+2].[I-].[I-].CC#N. The product is [C:17]([Si:20]([CH3:22])([CH3:21])[O:6][CH:5]([C:4]1[C:7]([O:11][CH3:12])=[CH:8][CH:9]=[CH:10][C:3]=1[O:2][CH3:1])[C:13]#[N:14])([CH3:19])([CH3:18])[CH3:16]. The yield is 0.950. (7) The reactants are [NH2:1][C:2]1[CH:10]=[CH:9][C:5]([C:6]([OH:8])=[O:7])=[CH:4][CH:3]=1.[N+]([C:14]1[CH:19]=CC(O)=C[CH:15]=1)([O-])=O.S(=O)(=O)(O)O.OCC(CO)O.[OH-].[Na+]. No catalyst specified. The product is [N:1]1[C:2]2[C:10](=[CH:9][C:5]([C:6]([OH:8])=[O:7])=[CH:4][CH:3]=2)[CH:19]=[CH:14][CH:15]=1. The yield is 0.560. (8) The reactants are [C:1]([O:5][C:6](=[O:19])[NH:7][CH2:8][CH2:9][CH2:10][CH2:11][C:12]1[CH:17]=[CH:16][C:15]([NH2:18])=[CH:14][CH:13]=1)([CH3:4])([CH3:3])[CH3:2].[CH2:20]([O:22][C:23](=[O:28])[CH2:24][CH2:25][CH2:26]Br)[CH3:21].CN1CCOCC1. The catalyst is CN(C=O)C. The product is [CH2:20]([O:22][C:23](=[O:28])[CH2:24][CH2:25][CH2:26][NH:18][C:15]1[CH:14]=[CH:13][C:12]([CH2:11][CH2:10][CH2:9][CH2:8][NH:7][C:6]([O:5][C:1]([CH3:4])([CH3:2])[CH3:3])=[O:19])=[CH:17][CH:16]=1)[CH3:21]. The yield is 0.180.